Predict the reactants needed to synthesize the given product. From a dataset of Full USPTO retrosynthesis dataset with 1.9M reactions from patents (1976-2016). (1) Given the product [CH3:1][O:2][C:3](=[O:34])[C:4]1[CH:9]=[C:8]([O:10][C:11]2[CH:16]=[CH:15][C:14]([NH:17][S:35]([C:38]3[CH:44]=[CH:43][C:41]([CH3:42])=[CH:40][CH:39]=3)(=[O:37])=[O:36])=[C:13]([NH:18][CH2:19][CH2:20][CH2:21][CH3:22])[CH:12]=2)[CH:7]=[CH:6][C:5]=1[NH:23][S:24]([C:27]1[CH:28]=[CH:29][C:30]([CH3:33])=[CH:31][CH:32]=1)(=[O:26])=[O:25], predict the reactants needed to synthesize it. The reactants are: [CH3:1][O:2][C:3](=[O:34])[C:4]1[CH:9]=[C:8]([O:10][C:11]2[CH:16]=[CH:15][C:14]([NH2:17])=[C:13]([NH:18][CH2:19][CH2:20][CH2:21][CH3:22])[CH:12]=2)[CH:7]=[CH:6][C:5]=1[NH:23][S:24]([C:27]1[CH:32]=[CH:31][C:30]([CH3:33])=[CH:29][CH:28]=1)(=[O:26])=[O:25].[S:35](Cl)([C:38]1[CH:44]=[CH:43][C:41]([CH3:42])=[CH:40][CH:39]=1)(=[O:37])=[O:36].N1C=CC=CC=1. (2) Given the product [C:1]([C:5]1[CH:6]=[C:7]([B:21]([OH:22])[OH:20])[CH:8]=[C:9]([C:11]([CH3:14])([CH3:13])[CH3:12])[CH:10]=1)([CH3:4])([CH3:3])[CH3:2], predict the reactants needed to synthesize it. The reactants are: [C:1]([C:5]1[CH:6]=[C:7](Br)[CH:8]=[C:9]([C:11]([CH3:14])([CH3:13])[CH3:12])[CH:10]=1)([CH3:4])([CH3:3])[CH3:2].[Mg].C([O:20][B:21](OC(C)C)[O:22]C(C)C)(C)C.S(=O)(=O)(O)O. (3) Given the product [Cl:1][C:2]1[CH:3]=[C:4]([CH2:9][O:10][C:23]2[C:22]([F:26])=[CH:21][C:13]([C:14]([O:16][C:17]([CH3:18])([CH3:19])[CH3:20])=[O:15])=[C:12]([F:11])[CH:24]=2)[CH:5]=[N:6][C:7]=1[Cl:8], predict the reactants needed to synthesize it. The reactants are: [Cl:1][C:2]1[CH:3]=[C:4]([CH2:9][OH:10])[CH:5]=[N:6][C:7]=1[Cl:8].[F:11][C:12]1[CH:24]=[C:23](F)[C:22]([F:26])=[CH:21][C:13]=1[C:14]([O:16][C:17]([CH3:20])([CH3:19])[CH3:18])=[O:15].C(=O)([O-])[O-].[K+].[K+].O. (4) Given the product [C:6]([C@H:8]1[CH2:12][CH2:11][CH2:10][N:9]1[C:13](=[O:44])[CH2:14][O:15][C:16]1[CH:17]=[C:18]([CH:19]=[C:20]([C:22]2[N:26]=[C:25]([S:27][C:20]([CH3:22])([CH3:21])[CH3:19])[O:24][N:23]=2)[CH:21]=1)[O:28][CH2:29][C:30]([N:32]1[CH2:36][CH2:35][CH2:34][C@@H:33]1[C:37]([OH:39])=[O:38])=[O:31])([OH:5])=[O:7], predict the reactants needed to synthesize it. The reactants are: C([O:5][C:6]([C@H:8]1[CH2:12][CH2:11][CH2:10][N:9]1[C:13](=[O:44])[CH2:14][O:15][C:16]1[CH:21]=[C:20]([C:22]2[NH:26][C:25](=[S:27])[O:24][N:23]=2)[CH:19]=[C:18]([O:28][CH2:29][C:30]([N:32]2[CH2:36][CH2:35][CH2:34][C@@H:33]2[C:37]([O:39]C(C)(C)C)=[O:38])=[O:31])[CH:17]=1)=[O:7])(C)(C)C.